Task: Predict the product of the given reaction.. Dataset: Forward reaction prediction with 1.9M reactions from USPTO patents (1976-2016) Given the reactants [CH:1](NC(C)C)(C)[CH3:2].C([Li])CCC.[Li+].CC([N-]C(C)C)C.[O:21]1[C:25]2([CH2:30][CH2:29][CH:28]([C:31]([O:33][CH3:34])=[O:32])[CH2:27][CH2:26]2)[O:24][CH2:23][CH2:22]1.ICC.[NH4+].[Cl-], predict the reaction product. The product is: [CH2:1]([C:28]1([C:31]([O:33][CH3:34])=[O:32])[CH2:29][CH2:30][C:25]2([O:24][CH2:23][CH2:22][O:21]2)[CH2:26][CH2:27]1)[CH3:2].